This data is from Reaction yield outcomes from USPTO patents with 853,638 reactions. The task is: Predict the reaction yield, written as a fraction of the theoretical maximum amount of product (1.0 means a 100% yield; for example, 0.34 means a 34% yield). (1) The reactants are Br[C:2]1[C:3]([NH2:14])=[N:4][CH:5]=[C:6]([CH2:8][CH2:9][S:10]([CH3:13])(=[O:12])=[O:11])[N:7]=1.[CH2:15]([NH:22][C:23](=[O:40])[C:24]1[CH:29]=[CH:28][C:27](B2OC(C)(C)C(C)(C)O2)=[CH:26][C:25]=1[F:39])[C:16]1[CH:21]=[CH:20][CH:19]=[CH:18][CH:17]=1.COCCOC.C(=O)([O-])[O-].[Na+].[Na+]. The catalyst is CO. The product is [NH2:14][C:3]1[C:2]([C:27]2[CH:28]=[CH:29][C:24]([C:23]([NH:22][CH2:15][C:16]3[CH:17]=[CH:18][CH:19]=[CH:20][CH:21]=3)=[O:40])=[C:25]([F:39])[CH:26]=2)=[N:7][C:6]([CH2:8][CH2:9][S:10]([CH3:13])(=[O:12])=[O:11])=[CH:5][N:4]=1. The yield is 0.340. (2) The reactants are [CH:1]1([CH:7]([NH:24][C:25]2[CH:30]=[CH:29][C:28]([C:31]([N:33]([CH3:41])[CH2:34][CH2:35][C:36]([O:38][CH2:39][CH3:40])=[O:37])=[O:32])=[CH:27][CH:26]=2)[C:8]2[O:9][C:10]3[CH:17]=[CH:16][C:15]([O:18][CH2:19][CH2:20][CH2:21]SC)=[CH:14][C:11]=3[C:12]=2[CH3:13])[CH2:6][CH2:5][CH2:4][CH2:3][CH2:2]1.O[O:43][S:44]([O-:46])=O.[K+].[CH3:48]O. The catalyst is O. The product is [CH:1]1([CH:7]([NH:24][C:25]2[CH:30]=[CH:29][C:28]([C:31]([N:33]([CH3:41])[CH2:34][CH2:35][C:36]([O:38][CH2:39][CH3:40])=[O:37])=[O:32])=[CH:27][CH:26]=2)[C:8]2[O:9][C:10]3[CH:17]=[CH:16][C:15]([O:18][CH2:19][CH2:20][CH2:21][S:44]([CH3:48])(=[O:46])=[O:43])=[CH:14][C:11]=3[C:12]=2[CH3:13])[CH2:2][CH2:3][CH2:4][CH2:5][CH2:6]1. The yield is 0.750. (3) The reactants are CN(C)C=O.[N+:6]([C:9]1[N:10]=[C:11](SC2C=CC=CC=2[N+]([O-])=O)[N:12]([CH2:14][C@:15]([OH:40])([CH3:39])[CH2:16][N:17]2[CH2:22][CH2:21][N:20]([C:23]([O:25][CH2:26][CH:27]=[CH:28][C:29]3[CH:34]=[CH:33][C:32]([C:35]([F:38])([F:37])[F:36])=[CH:31][CH:30]=3)=[O:24])[CH2:19][CH2:18]2)[CH:13]=1)([O-:8])=[O:7].CC(C)([O-])C.[Na+].O. The catalyst is C(OCC)(=O)C. The product is [CH3:39][C@@:15]1([CH2:16][N:17]2[CH2:18][CH2:19][N:20]([C:23]([O:25][CH2:26][CH:27]=[CH:28][C:29]3[CH:34]=[CH:33][C:32]([C:35]([F:36])([F:38])[F:37])=[CH:31][CH:30]=3)=[O:24])[CH2:21][CH2:22]2)[O:40][C:11]2=[N:10][C:9]([N+:6]([O-:8])=[O:7])=[CH:13][N:12]2[CH2:14]1. The yield is 0.590.